This data is from Peptide-MHC class II binding affinity with 134,281 pairs from IEDB. The task is: Regression. Given a peptide amino acid sequence and an MHC pseudo amino acid sequence, predict their binding affinity value. This is MHC class II binding data. (1) The peptide sequence is KLAQRRVFHGVAKNP. The MHC is HLA-DQA10601-DQB10402 with pseudo-sequence HLA-DQA10601-DQB10402. The binding affinity (normalized) is 0. (2) The peptide sequence is YLPKPPKPVSKLRLATPLLLQALPL. The MHC is DRB1_0401 with pseudo-sequence DRB1_0401. The binding affinity (normalized) is 0.343. (3) The peptide sequence is LRYMGEDGCWYGMEI. The MHC is DRB1_0701 with pseudo-sequence DRB1_0701. The binding affinity (normalized) is 0.229. (4) The peptide sequence is CNANPGLMKDVAKVF. The MHC is DRB1_0301 with pseudo-sequence DRB1_0301. The binding affinity (normalized) is 0.327. (5) The peptide sequence is MPVDPDNEAYEMPSE. The MHC is DRB4_0101 with pseudo-sequence DRB4_0103. The binding affinity (normalized) is 0.